From a dataset of Forward reaction prediction with 1.9M reactions from USPTO patents (1976-2016). Predict the product of the given reaction. (1) Given the reactants C(OC([NH:11][CH2:12][C:13]([N:15]1[C:21]2[CH:22]=[CH:23][C:24]([O:26][CH3:27])=[CH:25][C:20]=2[CH2:19][CH2:18][CH2:17][CH:16]1[C:28]([O:30]C)=O)=[O:14])=O)C1C=CC=CC=1, predict the reaction product. The product is: [CH3:27][O:26][C:24]1[CH:23]=[CH:22][C:21]2[N:15]3[C:13](=[O:14])[CH2:12][NH:11][C:28](=[O:30])[CH:16]3[CH2:17][CH2:18][CH2:19][C:20]=2[CH:25]=1. (2) Given the reactants [Br:1][C:2]1[CH:7]=[C:6]([F:8])[CH:5]=[CH:4][C:3]=1[CH:9]1[C:14]([C:15]([O:17][CH2:18][CH3:19])=[O:16])=[C:13]([CH2:20]Br)[NH:12][C:11]([C:22]2[S:23][CH:24]=[CH:25][N:26]=2)=[N:10]1.[NH:27]1[CH2:32][CH2:31][O:30][CH2:29][CH:28]1[C:33]([NH2:35])=[O:34].C(=O)([O-])[O-].[K+].[K+], predict the reaction product. The product is: [Br:1][C:2]1[CH:7]=[C:6]([F:8])[CH:5]=[CH:4][C:3]=1[CH:9]1[C:14]([C:15]([O:17][CH2:18][CH3:19])=[O:16])=[C:13]([CH2:20][N:27]2[CH2:32][CH2:31][O:30][CH2:29][CH:28]2[C:33](=[O:34])[NH2:35])[NH:12][C:11]([C:22]2[S:23][CH:24]=[CH:25][N:26]=2)=[N:10]1. (3) Given the reactants [OH:1][C:2]1[CH:3]=[C:4]([C:8]#[C:9][C:10]2[CH:15]=[CH:14][C:13]([CH2:16][CH2:17][C:18]([O:20][CH3:21])=[O:19])=[CH:12][CH:11]=2)[CH:5]=[CH:6][CH:7]=1.Br[CH2:23][C:24]#[CH:25], predict the reaction product. The product is: [CH2:25]([O:1][C:2]1[CH:3]=[C:4]([C:8]#[C:9][C:10]2[CH:11]=[CH:12][C:13]([CH2:16][CH2:17][C:18]([O:20][CH3:21])=[O:19])=[CH:14][CH:15]=2)[CH:5]=[CH:6][CH:7]=1)[C:24]#[CH:23]. (4) Given the reactants Cl[CH2:2][C:3]([NH:5][CH:6]1[CH2:11][CH2:10][N:9]([CH2:12][C:13]2[CH:17]=[CH:16][N:15]([C:18]3[CH:23]=[CH:22][C:21]([C:24]([F:27])([F:26])[F:25])=[CH:20][CH:19]=3)[CH:14]=2)[CH2:8][CH2:7]1)=[O:4].[C:28]1([CH:34]([C:36]2[CH:41]=[CH:40][CH:39]=[CH:38][CH:37]=2)[OH:35])[CH:33]=[CH:32][CH:31]=[CH:30][CH:29]=1.CC(C)([O-])C.[K+], predict the reaction product. The product is: [C:36]1([CH:34]([C:28]2[CH:29]=[CH:30][CH:31]=[CH:32][CH:33]=2)[O:35][CH2:2][C:3]([NH:5][CH:6]2[CH2:11][CH2:10][N:9]([CH2:12][C:13]3[CH:17]=[CH:16][N:15]([C:18]4[CH:23]=[CH:22][C:21]([C:24]([F:27])([F:26])[F:25])=[CH:20][CH:19]=4)[CH:14]=3)[CH2:8][CH2:7]2)=[O:4])[CH:37]=[CH:38][CH:39]=[CH:40][CH:41]=1. (5) Given the reactants [C:1]([O:5][C@@H:6]([C:12]1[C:21]([CH3:22])=[CH:20][C:19]2[C:14](=[CH:15][CH:16]=[CH:17][CH:18]=2)[C:13]=1Cl)[C:7]([O:9][CH2:10][CH3:11])=[O:8])([CH3:4])([CH3:3])[CH3:2].[C:24]1(B(O)O)[CH2:29][CH2:28][CH2:27][CH2:26][CH:25]=1.P([O-])([O-])([O-])=O.[K+].[K+].[K+].C1COCC1, predict the reaction product. The product is: [C:1]([O:5][C@@H:6]([C:12]1[C:21]([CH3:22])=[CH:20][C:19]2[C:14](=[CH:15][CH:16]=[CH:17][CH:18]=2)[C:13]=1[C:24]1[CH2:29][CH2:28][CH2:27][CH2:26][CH:25]=1)[C:7]([O:9][CH2:10][CH3:11])=[O:8])([CH3:4])([CH3:3])[CH3:2].